This data is from Catalyst prediction with 721,799 reactions and 888 catalyst types from USPTO. The task is: Predict which catalyst facilitates the given reaction. Reactant: CN(C)/[CH:3]=[C:4](\[C:10](=O)[C:11]1[CH:16]=[CH:15][C:14]([C:17]([F:20])([F:19])[F:18])=[CH:13][CH:12]=1)/[C:5]([O:7][CH2:8][CH3:9])=[O:6].Cl.[C:24]([NH2:29])(=[NH:28])[CH:25]([CH3:27])[CH3:26].C(N(CC)CC)C. Product: [CH:25]([C:24]1[N:29]=[C:10]([C:11]2[CH:12]=[CH:13][C:14]([C:17]([F:18])([F:19])[F:20])=[CH:15][CH:16]=2)[C:4]([C:5]([O:7][CH2:8][CH3:9])=[O:6])=[CH:3][N:28]=1)([CH3:27])[CH3:26]. The catalyst class is: 51.